This data is from Catalyst prediction with 721,799 reactions and 888 catalyst types from USPTO. The task is: Predict which catalyst facilitates the given reaction. (1) Reactant: [C:1]([C:5]1[CH:9]=[C:8]([NH2:10])[N:7]([CH3:11])[N:6]=1)([CH3:4])([CH3:3])[CH3:2].[C:12]([C:14]1[CH:15]=[C:16]([NH:20][C:21](=O)[O:22]C2C=CC=CC=2)[CH:17]=[CH:18][CH:19]=1)#[CH:13].C(N(CC)CC)C. Product: [C:1]([C:5]1[CH:9]=[C:8]([NH:10][C:21]([NH:20][C:16]2[CH:17]=[CH:18][CH:19]=[C:14]([C:12]#[CH:13])[CH:15]=2)=[O:22])[N:7]([CH3:11])[N:6]=1)([CH3:4])([CH3:2])[CH3:3]. The catalyst class is: 1. (2) Reactant: [Cl:1][CH2:2][C:3](Cl)=[O:4].[CH:6]1([CH3:16])[CH2:11][CH2:10][CH:9]([CH:12]([CH3:14])[CH3:13])[CH:8]([OH:15])[CH2:7]1.N1C=CC=CC=1. Product: [Cl:1][CH2:2][C:3]([O:15][CH:8]1[CH:9]([CH:12]([CH3:13])[CH3:14])[CH2:10][CH2:11][CH:6]([CH3:16])[CH2:7]1)=[O:4]. The catalyst class is: 27. (3) Reactant: Br[CH2:2][C:3]([C:5]1[CH:12]=[CH:11][C:8]([C:9]#[N:10])=[CH:7][N:6]=1)=O.[CH:13]1([CH2:16][NH:17][C:18]([NH2:20])=[S:19])[CH2:15][CH2:14]1.C(=O)(O)[O-].[Na+]. Product: [CH:13]1([CH2:16][NH:17][C:18]2[S:19][CH:2]=[C:3]([C:5]3[CH:12]=[CH:11][C:8]([C:9]#[N:10])=[CH:7][N:6]=3)[N:20]=2)[CH2:15][CH2:14]1. The catalyst class is: 8. (4) Reactant: [NH2:1][C@@H:2]1[C@@H:7]([OH:8])[C@@:6]([O:10][Si:11]([C:14]([CH3:17])([CH3:16])[CH3:15])([CH3:13])[CH3:12])([CH3:9])[CH2:5][CH2:4][CH2:3]1.[Cl:18][C:19]1[CH:20]=[C:21]2[C:27]([C:28]3[N:33]=[C:32](S(C)=O)[C:31]([F:37])=[CH:30][N:29]=3)=[CH:26][N:25]([S:38]([C:41]3[CH:47]=[CH:46][C:44]([CH3:45])=[CH:43][CH:42]=3)(=[O:40])=[O:39])[C:22]2=[N:23][CH:24]=1.C(N(C(C)C)C(C)C)C.O. Product: [Si:11]([O:10][C@:6]1([CH3:9])[CH2:5][CH2:4][CH2:3][C@H:2]([NH:1][C:30]2[C:31]([F:37])=[CH:32][N:33]=[C:28]([C:27]3[C:21]4[C:22](=[N:23][CH:24]=[C:19]([Cl:18])[CH:20]=4)[N:25]([S:38]([C:41]4[CH:47]=[CH:46][C:44]([CH3:45])=[CH:43][CH:42]=4)(=[O:40])=[O:39])[CH:26]=3)[N:29]=2)[C@H:7]1[OH:8])([C:14]([CH3:17])([CH3:16])[CH3:15])([CH3:13])[CH3:12]. The catalyst class is: 1. (5) Reactant: [C:1]([C:5]1[CH:6]=[C:7]2[C:12](=[C:13]([F:15])[CH:14]=1)[C:11](=[O:16])[N:10]([C:17]1[CH:18]=[N:19][CH:20]=[C:21]([C:25]3[CH:30]=[C:29]([NH:31][C:32]4[CH:37]=[CH:36][C:35]([N:38]5[CH2:43][CH2:42][N:41]([CH:44]6[CH2:47][O:46][CH2:45]6)[CH2:40][C@@H:39]5[CH3:48])=[CH:34][N:33]=4)[C:28](=[O:49])[N:27]([CH3:50])[CH:26]=3)[C:22]=1[CH:23]=[O:24])[N:9]=[CH:8]2)([CH3:4])([CH3:3])[CH3:2].[BH4-].[Na+]. Product: [C:1]([C:5]1[CH:6]=[C:7]2[C:12](=[C:13]([F:15])[CH:14]=1)[C:11](=[O:16])[N:10]([C:17]1[CH:18]=[N:19][CH:20]=[C:21]([C:25]3[CH:30]=[C:29]([NH:31][C:32]4[CH:37]=[CH:36][C:35]([N:38]5[CH2:43][CH2:42][N:41]([CH:44]6[CH2:47][O:46][CH2:45]6)[CH2:40][C@@H:39]5[CH3:48])=[CH:34][N:33]=4)[C:28](=[O:49])[N:27]([CH3:50])[CH:26]=3)[C:22]=1[CH2:23][OH:24])[N:9]=[CH:8]2)([CH3:3])([CH3:2])[CH3:4]. The catalyst class is: 5. (6) Reactant: [C:1]([N:11]1[CH2:18][CH2:17][CH:16]([OH:19])[C@H:12]1[C:13]([OH:15])=[O:14])([O:3][CH2:4][C:5]1[CH:10]=[CH:9][CH:8]=[CH:7][CH:6]=1)=[O:2].[H-].[Na+].[CH3:22]I. Product: [CH2:4]([O:3][C:1]([N:11]1[CH2:18][CH2:17][CH:16]([O:19][CH3:22])[CH:12]1[C:13]([OH:15])=[O:14])=[O:2])[C:5]1[CH:6]=[CH:7][CH:8]=[CH:9][CH:10]=1. The catalyst class is: 1. (7) Reactant: Br[C:2]1[C:6]2[N:7]=[C:8]([Cl:12])[N:9]=[C:10]([NH2:11])[C:5]=2[S:4][CH:3]=1.C(=O)([O-])[O-].[Na+].[Na+].[N+:19]([C:22]1[CH:23]=[C:24](B(O)O)[CH:25]=[CH:26][CH:27]=1)([O-:21])=[O:20].CC(C1C=C(C(C)C)C(C2C(P(C(C)(C)C)C(C)(C)C)=CC=CC=2)=C(C(C)C)C=1)C. Product: [Cl:12][C:8]1[N:9]=[C:10]([NH2:11])[C:5]2[S:4][CH:3]=[C:2]([C:26]3[CH:25]=[CH:24][CH:23]=[C:22]([N+:19]([O-:21])=[O:20])[CH:27]=3)[C:6]=2[N:7]=1. The catalyst class is: 12.